From a dataset of NCI-60 drug combinations with 297,098 pairs across 59 cell lines. Regression. Given two drug SMILES strings and cell line genomic features, predict the synergy score measuring deviation from expected non-interaction effect. (1) Drug 1: C1=NC2=C(N=C(N=C2N1C3C(C(C(O3)CO)O)F)Cl)N. Drug 2: CN(C(=O)NC(C=O)C(C(C(CO)O)O)O)N=O. Cell line: A549. Synergy scores: CSS=-0.216, Synergy_ZIP=1.17, Synergy_Bliss=3.10, Synergy_Loewe=-4.03, Synergy_HSA=0.784. (2) Drug 1: C1C(C(OC1N2C=NC3=C(N=C(N=C32)Cl)N)CO)O. Drug 2: CC1CCC2CC(C(=CC=CC=CC(CC(C(=O)C(C(C(=CC(C(=O)CC(OC(=O)C3CCCCN3C(=O)C(=O)C1(O2)O)C(C)CC4CCC(C(C4)OC)OCCO)C)C)O)OC)C)C)C)OC. Cell line: EKVX. Synergy scores: CSS=-2.90, Synergy_ZIP=3.42, Synergy_Bliss=4.67, Synergy_Loewe=-0.717, Synergy_HSA=-0.971. (3) Drug 1: CC1C(C(CC(O1)OC2CC(CC3=C2C(=C4C(=C3O)C(=O)C5=C(C4=O)C(=CC=C5)OC)O)(C(=O)CO)O)N)O.Cl. Drug 2: C1=NNC2=C1C(=O)NC=N2. Cell line: KM12. Synergy scores: CSS=8.10, Synergy_ZIP=-3.51, Synergy_Bliss=-5.04, Synergy_Loewe=-23.1, Synergy_HSA=-2.56. (4) Drug 1: C1CNP(=O)(OC1)N(CCCl)CCCl. Drug 2: CC(C)CN1C=NC2=C1C3=CC=CC=C3N=C2N. Cell line: K-562. Synergy scores: CSS=20.7, Synergy_ZIP=-5.62, Synergy_Bliss=-5.51, Synergy_Loewe=0.172, Synergy_HSA=0.0564. (5) Drug 1: CC(C)(C#N)C1=CC(=CC(=C1)CN2C=NC=N2)C(C)(C)C#N. Drug 2: C1C(C(OC1N2C=NC(=NC2=O)N)CO)O. Cell line: UACC62. Synergy scores: CSS=3.77, Synergy_ZIP=-0.712, Synergy_Bliss=0.851, Synergy_Loewe=1.46, Synergy_HSA=1.79. (6) Drug 1: C(CCl)NC(=O)N(CCCl)N=O. Drug 2: COCCOC1=C(C=C2C(=C1)C(=NC=N2)NC3=CC=CC(=C3)C#C)OCCOC.Cl. Cell line: SF-268. Synergy scores: CSS=12.8, Synergy_ZIP=0.178, Synergy_Bliss=2.63, Synergy_Loewe=1.47, Synergy_HSA=1.43. (7) Drug 1: C1=NC2=C(N1)C(=S)N=C(N2)N. Drug 2: CN(CCCl)CCCl.Cl. Cell line: SNB-19. Synergy scores: CSS=3.40, Synergy_ZIP=-5.03, Synergy_Bliss=-3.61, Synergy_Loewe=-7.74, Synergy_HSA=-4.29. (8) Drug 1: CNC(=O)C1=NC=CC(=C1)OC2=CC=C(C=C2)NC(=O)NC3=CC(=C(C=C3)Cl)C(F)(F)F. Drug 2: CCN(CC)CCCC(C)NC1=C2C=C(C=CC2=NC3=C1C=CC(=C3)Cl)OC. Cell line: A549. Synergy scores: CSS=15.4, Synergy_ZIP=7.36, Synergy_Bliss=7.56, Synergy_Loewe=-14.4, Synergy_HSA=6.27. (9) Drug 1: C1CN1C2=NC(=NC(=N2)N3CC3)N4CC4. Drug 2: C1CCC(CC1)NC(=O)N(CCCl)N=O. Cell line: HCT116. Synergy scores: CSS=53.5, Synergy_ZIP=-0.980, Synergy_Bliss=0.300, Synergy_Loewe=-6.87, Synergy_HSA=3.17. (10) Synergy scores: CSS=0.329, Synergy_ZIP=-2.45, Synergy_Bliss=-4.70, Synergy_Loewe=-10.8, Synergy_HSA=-5.48. Cell line: NCI/ADR-RES. Drug 1: CN(C)N=NC1=C(NC=N1)C(=O)N. Drug 2: C1C(C(OC1N2C=NC(=NC2=O)N)CO)O.